Dataset: Full USPTO retrosynthesis dataset with 1.9M reactions from patents (1976-2016). Task: Predict the reactants needed to synthesize the given product. (1) Given the product [C:1]([C:5]1[CH:6]=[C:7]2[C:12](=[C:13]([CH2:15][OH:16])[CH:14]=1)[C:11](=[O:17])[N:10]([C:18]1[C:19]([CH2:25][OH:26])=[C:20]([C:31]3[CH:30]=[C:29]([C:42]([NH2:44])=[O:43])[N:28]([CH3:27])[CH:32]=3)[CH:21]=[CH:22][CH:23]=1)[N:9]=[CH:8]2)([CH3:4])([CH3:3])[CH3:2], predict the reactants needed to synthesize it. The reactants are: [C:1]([C:5]1[CH:6]=[C:7]2[C:12](=[C:13]([CH2:15][OH:16])[CH:14]=1)[C:11](=[O:17])[N:10]([C:18]1[CH:23]=[CH:22][CH:21]=[C:20](Cl)[C:19]=1[CH2:25][OH:26])[N:9]=[CH:8]2)([CH3:4])([CH3:3])[CH3:2].[CH3:27][N:28]1[CH:32]=[C:31](B2OC(C)(C)C(C)(C)O2)[CH:30]=[C:29]1[C:42]([NH2:44])=[O:43].B1(B2OC(C)(C)C(C)(C)O2)OC(C)(C)C(C)(C)O1.B([O-])([O-])[O-].CC(C1C=C(C(C)C)C(C2C=CC=CC=2P(C2CCCCC2)C2CCCCC2)=C(C(C)C)C=1)C.P([O-])([O-])([O-])=O.[K+].[K+].[K+]. (2) Given the product [Cl:26][C:21]1[CH:20]=[C:19]([C:13]2([C:15]([F:17])([F:16])[F:18])[O:12][N:11]=[C:10]([C:7]3[CH:8]=[CH:9][C:4]([C:3]([OH:31])=[O:2])=[C:5]([C:27]([F:30])([F:28])[F:29])[CH:6]=3)[CH2:14]2)[CH:24]=[C:23]([Cl:25])[CH:22]=1, predict the reactants needed to synthesize it. The reactants are: C[O:2][C:3](=[O:31])[C:4]1[CH:9]=[CH:8][C:7]([C:10]2[CH2:14][C:13]([C:19]3[CH:24]=[C:23]([Cl:25])[CH:22]=[C:21]([Cl:26])[CH:20]=3)([C:15]([F:18])([F:17])[F:16])[O:12][N:11]=2)=[CH:6][C:5]=1[C:27]([F:30])([F:29])[F:28].[OH-].[K+].Cl. (3) Given the product [CH3:1][O:2][C:3]([C:5]1[C:13]2[C:8](=[N:9][CH:10]=[C:11]([Br:14])[CH:12]=2)[N:7]([S:21]([C:15]2[CH:20]=[CH:19][CH:18]=[CH:17][CH:16]=2)(=[O:23])=[O:22])[CH:6]=1)=[O:4], predict the reactants needed to synthesize it. The reactants are: [CH3:1][O:2][C:3]([C:5]1[C:13]2[C:8](=[N:9][CH:10]=[C:11]([Br:14])[CH:12]=2)[NH:7][CH:6]=1)=[O:4].[C:15]1([S:21](Cl)(=[O:23])=[O:22])[CH:20]=[CH:19][CH:18]=[CH:17][CH:16]=1.C(N(CC)CC)C. (4) Given the product [Cl:13][C@@H:12]1[C@H:11]([OH:14])[C@:10]([CH2:18][OH:19])([CH2:15][S:16][CH3:17])[O:9][C@H:8]1[N:5]1[CH:6]=[CH:7][C:2](=[O:23])[NH:3][C:4]1=[O:20], predict the reactants needed to synthesize it. The reactants are: N[C:2]1[CH:7]=[CH:6][N:5]([C@H:8]2[C@H:12]([Cl:13])[C@H:11]([OH:14])[C@:10]([CH2:18][OH:19])([CH2:15][S:16][CH3:17])[O:9]2)[C:4](=[O:20])[N:3]=1.CC(O)=[O:23]. (5) Given the product [CH:1]1([CH:4]([C:11]2[CH:16]=[CH:15][CH:14]=[C:13]([CH2:17][O:18][C:19]3[CH:20]=[N:21][C:22]([C:30]4[CH:35]=[C:34]([O:36][CH:37]5[CH2:42][CH2:41][CH2:40][CH2:39][O:38]5)[CH:33]=[CH:32][C:31]=4[F:43])=[C:23]([CH2:25][C:26]([CH3:29])([CH3:28])[CH3:27])[CH:24]=3)[CH:12]=2)[CH2:5][C:6]([OH:8])=[O:7])[CH2:3][CH2:2]1, predict the reactants needed to synthesize it. The reactants are: [CH:1]1([CH:4]([C:11]2[CH:16]=[CH:15][CH:14]=[C:13]([CH2:17][O:18][C:19]3[CH:20]=[N:21][C:22]([C:30]4[CH:35]=[C:34]([O:36][CH:37]5[CH2:42][CH2:41][CH2:40][CH2:39][O:38]5)[CH:33]=[CH:32][C:31]=4[F:43])=[C:23]([CH2:25][C:26]([CH3:29])([CH3:28])[CH3:27])[CH:24]=3)[CH:12]=2)[CH2:5][C:6]([O:8]CC)=[O:7])[CH2:3][CH2:2]1.[OH-].[Na+].Cl. (6) Given the product [Br:3][C:4]1[S:8][C:7]2=[C:9]([C:12]([OH:14])=[O:13])[N:10]=[CH:11][N:6]2[CH:5]=1, predict the reactants needed to synthesize it. The reactants are: [OH-].[K+].[Br:3][C:4]1[S:8][C:7]2=[C:9]([C:12]([O:14]CC)=[O:13])[N:10]=[CH:11][N:6]2[CH:5]=1. (7) Given the product [C:18]1([S:24][C:2]2[CH:11]=[C:10]3[C:5]([CH:6]=[C:7]([NH:12][C:13]([CH:15]4[CH2:17][CH2:16]4)=[O:14])[N:8]=[CH:9]3)=[CH:4][CH:3]=2)[CH:23]=[CH:22][CH:21]=[CH:20][CH:19]=1, predict the reactants needed to synthesize it. The reactants are: Br[C:2]1[CH:11]=[C:10]2[C:5]([CH:6]=[C:7]([NH:12][C:13]([CH:15]3[CH2:17][CH2:16]3)=[O:14])[N:8]=[CH:9]2)=[CH:4][CH:3]=1.[C:18]1([SH:24])[CH:23]=[CH:22][CH:21]=[CH:20][CH:19]=1.CC(C)([O-])C.[Na+]. (8) Given the product [CH3:1][O:2][C:3]1[CH:8]=[CH:7][C:6]([C:9]2[CH:10]=[C:11]([NH:14][C:15](=[O:21])[CH2:16][CH2:17][CH2:18][CH2:19][N:31]3[CH2:37][CH2:36][CH2:35][NH:34][CH2:33][CH2:32]3)[NH:12][N:13]=2)=[CH:5][CH:4]=1, predict the reactants needed to synthesize it. The reactants are: [CH3:1][O:2][C:3]1[CH:8]=[CH:7][C:6]([C:9]2[NH:13][N:12]=[C:11]([NH:14][C:15](=[O:21])[CH2:16][CH2:17][CH2:18][CH2:19]Br)[CH:10]=2)=[CH:5][CH:4]=1.[I-].[Na+].C([N:31]1[CH2:37][CH2:36][CH2:35][NH:34][CH2:33][CH2:32]1)(OC(C)(C)C)=O.C(N(C(C)C)CC)(C)C.CO.N. (9) Given the product [F:21][C:2]([F:1])([C:6]1[CH:11]=[C:10]([C:12]2[CH:17]=[CH:16][N:15]=[CH:14][CH:13]=2)[CH:9]=[C:8]([N+:18]([O-:20])=[O:19])[CH:7]=1)[C:3]([O:5][C:6]([CH3:11])([CH3:7])[CH3:2])=[O:4], predict the reactants needed to synthesize it. The reactants are: [F:1][C:2]([F:21])([C:6]1[CH:11]=[C:10]([C:12]2[CH:17]=[CH:16][N:15]=[CH:14][CH:13]=2)[CH:9]=[C:8]([N+:18]([O-:20])=[O:19])[CH:7]=1)[C:3]([OH:5])=[O:4].